Dataset: Forward reaction prediction with 1.9M reactions from USPTO patents (1976-2016). Task: Predict the product of the given reaction. (1) Given the reactants Cl.[O:2]=[C:3]1[N:7]([C:8]2[CH:17]=[CH:16][C:11]([C:12]([O:14][CH3:15])=[O:13])=[CH:10][CH:9]=2)[CH2:6][C:5]2([CH2:22][CH2:21][NH:20][CH2:19][CH2:18]2)[O:4]1.[Br:23][C:24]1[CH:25]=[C:26]([CH:29]=[C:30]([Cl:32])[CH:31]=1)[CH:27]=O, predict the reaction product. The product is: [Br:23][C:24]1[CH:25]=[C:26]([CH:29]=[C:30]([Cl:32])[CH:31]=1)[CH2:27][N:20]1[CH2:21][CH2:22][C:5]2([O:4][C:3](=[O:2])[N:7]([C:8]3[CH:17]=[CH:16][C:11]([C:12]([O:14][CH3:15])=[O:13])=[CH:10][CH:9]=3)[CH2:6]2)[CH2:18][CH2:19]1. (2) Given the reactants C([O:8][C:9]1[CH:14]=[CH:13][C:12]([C@@H:15]([O:54][Si:55]([C:58]([CH3:61])([CH3:60])[CH3:59])([CH3:57])[CH3:56])[CH2:16][NH:17][CH2:18][CH2:19][C:20]2[CH:25]=[CH:24][C:23]([O:26][CH2:27][CH2:28][CH2:29][CH2:30][C:31]3[CH:36]=[CH:35][C:34]([OH:37])=[C:33]([C@@H:38]([C:48]4[CH:53]=[CH:52][CH:51]=[CH:50][CH:49]=4)[CH2:39][CH2:40][N:41]([CH:45]([CH3:47])[CH3:46])[CH:42]([CH3:44])[CH3:43])[CH:32]=3)=[CH:22][CH:21]=2)=[CH:11][C:10]=1[NH:62][CH:63]=[O:64])C1C=CC=CC=1.C([O-])=O.[NH4+], predict the reaction product. The product is: [Si:55]([O:54][C@H:15]([C:12]1[CH:13]=[CH:14][C:9]([OH:8])=[C:10]([NH:62][CH:63]=[O:64])[CH:11]=1)[CH2:16][NH:17][CH2:18][CH2:19][C:20]1[CH:25]=[CH:24][C:23]([O:26][CH2:27][CH2:28][CH2:29][CH2:30][C:31]2[CH:36]=[CH:35][C:34]([OH:37])=[C:33]([C@@H:38]([C:48]3[CH:49]=[CH:50][CH:51]=[CH:52][CH:53]=3)[CH2:39][CH2:40][N:41]([CH:45]([CH3:47])[CH3:46])[CH:42]([CH3:44])[CH3:43])[CH:32]=2)=[CH:22][CH:21]=1)([C:58]([CH3:61])([CH3:59])[CH3:60])([CH3:57])[CH3:56]. (3) Given the reactants [Cl:1][C:2]1[CH:7]=[CH:6][CH:5]=[CH:4][C:3]=1[CH2:8][C:9](O)=O.[OH:12][CH2:13][C:14]1[CH:15]=[C:16]([NH:20][C:21](=[S:24])[NH:22][NH2:23])[CH:17]=[CH:18][CH:19]=1, predict the reaction product. The product is: [Cl:1][C:2]1[CH:7]=[CH:6][CH:5]=[CH:4][C:3]=1[CH2:8][C:9]1[N:20]([C:16]2[CH:17]=[CH:18][CH:19]=[C:14]([CH2:13][OH:12])[CH:15]=2)[C:21](=[S:24])[NH:22][N:23]=1. (4) Given the reactants [CH3:1][O:2][C:3]([C:5]1[CH:13]=[CH:12][C:8]([C:9](O)=[O:10])=[CH:7][C:6]=1[C:14]1[CH:15]=[N:16][CH:17]=[CH:18][CH:19]=1)=[O:4].CN.C1COCC1.C(Cl)CCl.C1C=CC2N(O)N=[N:37][C:35]=2C=1, predict the reaction product. The product is: [CH3:35][NH:37][C:9]([C:8]1[CH:12]=[CH:13][C:5]([C:3]([O:2][CH3:1])=[O:4])=[C:6]([C:14]2[CH:15]=[N:16][CH:17]=[CH:18][CH:19]=2)[CH:7]=1)=[O:10]. (5) The product is: [CH3:19][O:18][C:16](=[O:17])[CH2:15][O:1][C:2]1[CH:3]=[CH:4][C:5]([C@@H:8]2[CH2:12][CH2:11][C:10](=[O:13])[CH2:9]2)=[CH:6][CH:7]=1. Given the reactants [OH:1][C:2]1[CH:7]=[CH:6][C:5]([C@@H:8]2[CH2:12][CH2:11][C:10](=[O:13])[CH2:9]2)=[CH:4][CH:3]=1.Br[CH2:15][C:16]([O:18][CH3:19])=[O:17], predict the reaction product.